This data is from Forward reaction prediction with 1.9M reactions from USPTO patents (1976-2016). The task is: Predict the product of the given reaction. (1) Given the reactants [CH3:1][N:2]([CH:4]([CH:7]1[CH2:16][CH2:15][C:10]2([O:14][CH2:13][CH2:12][O:11]2)[CH2:9][CH2:8]1)[C:5]#N)[CH3:3].[C:17]1([Mg]Cl)[CH:22]=[CH:21]C=[CH:19][CH:18]=1.[Cl-].[NH4+].O, predict the reaction product. The product is: [O:14]1[C:10]2([CH2:15][CH2:16][CH:7]([CH:4]([N:2]([CH3:3])[CH3:1])[C:5]3[CH:21]=[CH:22][CH:17]=[CH:18][CH:19]=3)[CH2:8][CH2:9]2)[O:11][CH2:12][CH2:13]1. (2) Given the reactants C([Li])CCC.[Br:6][C:7]1[CH:12]=[CH:11][CH:10]=[C:9](Br)[CH:8]=1.[CH3:14][Si:15](Cl)([CH3:17])[CH3:16].O, predict the reaction product. The product is: [Br:6][C:7]1[CH:12]=[CH:11][CH:10]=[C:9]([Si:15]([CH3:17])([CH3:16])[CH3:14])[CH:8]=1. (3) Given the reactants [CH2:1]([C:3](C=C)=[O:4])C.FC1C=C[C:11]([CH3:16])=[C:12]([CH:15]=1)[CH:13]=O.[CH3:17][Si:18]([CH3:25])([CH3:24])N[Si:18]([CH3:25])([CH3:24])[CH3:17].C([Li])CCC.C[Si](Cl)(C)C.C([N:38](CC)CC)C.C(Cl)(=O)C, predict the reaction product. The product is: [CH2:15]=[C:12]([CH:13]=[N:38][C:3]([O:1][Si:18]([CH3:25])([CH3:24])[CH3:17])=[CH2:4])[CH2:11][CH3:16]. (4) Given the reactants [F:1][C:2]1[C:7](/[CH:8]=[CH:9]/[C:10]([O:12][CH3:13])=[O:11])=[CH:6][CH:5]=[CH:4][N:3]=1.[N+:14]([CH3:17])([O-:16])=[O:15].CN(C)C(N(C)C)=N, predict the reaction product. The product is: [F:1][C:2]1[C:7]([CH:8]([CH2:17][N+:14]([O-:16])=[O:15])[CH2:9][C:10]([O:12][CH3:13])=[O:11])=[CH:6][CH:5]=[CH:4][N:3]=1. (5) Given the reactants S(C(CC(O[CH2:19][CH2:20][CH2:21][CH2:22][CH2:23][CH3:24])=O)C(O[CH2:19][CH2:20][CH2:21][CH2:22][CH2:23][CH3:24])=O)(O)(=O)=O.[Na].C(O[CH:30]=[CH2:31])(=O)C.[CH2:32]=[CH2:33].[O-]S(OOS([O-])(=O)=O)(=O)=O.[K+].[K+].[S:46]([O-])[O-].C=O.[Na+].[Na+].[C:53](O)(=O)[CH3:54], predict the reaction product. The product is: [CH2:32]([SH:46])[CH2:33][CH2:53][CH2:54][CH2:30][CH2:31][CH2:19][CH2:20][CH2:21][CH2:22][CH2:23][CH3:24]. (6) Given the reactants C(=[NH:14])(C1C=CC=CC=1)C1C=CC=CC=1.Br[C:16]1[CH:17]=[C:18]([C:22]([C:24]2[C:32]3[CH:31]=[N:30][CH:29]=[N:28][C:27]=3[N:26]([C@@H:33]([CH3:42])[CH2:34][O:35][CH:36]3[CH2:41][CH2:40][CH2:39][CH2:38][O:37]3)[CH:25]=2)=[O:23])[CH:19]=[N:20][CH:21]=1.C(P(C(C)(C)C)C1C=CC=CC=1C1C(C(C)C)=CC(C(C)C)=CC=1C(C)C)(C)(C)C.[O-]P([O-])([O-])=O.[K+].[K+].[K+], predict the reaction product. The product is: [NH2:14][C:16]1[CH:17]=[C:18]([C:22]([C:24]2[C:32]3[CH:31]=[N:30][CH:29]=[N:28][C:27]=3[N:26]([C@@H:33]([CH3:42])[CH2:34][O:35][CH:36]3[CH2:41][CH2:40][CH2:39][CH2:38][O:37]3)[CH:25]=2)=[O:23])[CH:19]=[N:20][CH:21]=1. (7) Given the reactants [Br:1][C:2]1[CH:3]=[C:4]([NH:8][C:9](=[O:18])/[CH:10]=[CH:11]/C2C=CC=CC=2)[CH:5]=[CH:6][CH:7]=1.[Cl-].[Cl-].[Cl-].[Al+3], predict the reaction product. The product is: [Br:1][C:2]1[CH:7]=[CH:6][CH:5]=[C:4]2[C:3]=1[CH:11]=[CH:10][C:9](=[O:18])[NH:8]2. (8) Given the reactants [Cl:1][C:2]1[CH:3]=[CH:4][CH:5]=[C:6]2[C:11]=1[CH:10]=[N:9][C:8](N)=[CH:7]2.N([O-])=O.[Na+].C(=O)(O)[O-].[Na+].[ClH:22], predict the reaction product. The product is: [Cl:22][C:8]1[N:9]=[CH:10][C:11]2[C:6]([CH:7]=1)=[CH:5][CH:4]=[CH:3][C:2]=2[Cl:1]. (9) Given the reactants Br[CH2:2][C:3]1[CH:8]=[CH:7][C:6]([CH2:9][OH:10])=[C:5]([F:11])[CH:4]=1.[CH3:12][NH2:13], predict the reaction product. The product is: [F:11][C:5]1[CH:4]=[C:3]([CH2:2][NH:13][CH3:12])[CH:8]=[CH:7][C:6]=1[CH2:9][OH:10].